From a dataset of Forward reaction prediction with 1.9M reactions from USPTO patents (1976-2016). Predict the product of the given reaction. Given the reactants [NH:1]1[CH2:6][CH2:5][CH2:4][CH:3]([NH:7][C:8]([C:21]2[CH:26]=[CH:25][CH:24]=[CH:23][CH:22]=2)([C:15]2[CH:20]=[CH:19][CH:18]=[CH:17][CH:16]=2)[C:9]2[CH:14]=[CH:13][CH:12]=[CH:11][CH:10]=2)[CH2:2]1.Cl[C:28]([O:30][CH3:31])=[O:29], predict the reaction product. The product is: [CH3:31][O:30][C:28]([N:1]1[CH2:6][CH2:5][CH2:4][CH:3]([NH:7][C:8]([C:9]2[CH:14]=[CH:13][CH:12]=[CH:11][CH:10]=2)([C:21]2[CH:26]=[CH:25][CH:24]=[CH:23][CH:22]=2)[C:15]2[CH:16]=[CH:17][CH:18]=[CH:19][CH:20]=2)[CH2:2]1)=[O:29].